This data is from Catalyst prediction with 721,799 reactions and 888 catalyst types from USPTO. The task is: Predict which catalyst facilitates the given reaction. (1) Reactant: [F:1][C:2]1[CH:3]=[C:4]([CH:22]=[CH:23][C:24]=1[F:25])[O:5][CH:6]1[CH2:11][CH2:10][N:9]([C:12](=O)[C@@H:13]([NH2:20])[C:14]2[CH:19]=[CH:18][CH:17]=[CH:16][CH:15]=2)[CH2:8][CH2:7]1.B. Product: [F:1][C:2]1[CH:3]=[C:4]([CH:22]=[CH:23][C:24]=1[F:25])[O:5][CH:6]1[CH2:7][CH2:8][N:9]([CH2:12][C@@H:13]([NH2:20])[C:14]2[CH:19]=[CH:18][CH:17]=[CH:16][CH:15]=2)[CH2:10][CH2:11]1. The catalyst class is: 1. (2) Reactant: [OH:1][C:2]1[CH:3]=[C:4]([CH:9]=[C:10]([N+:13]([O-])=O)[C:11]=1[OH:12])[C:5]([O:7][CH3:8])=[O:6].O1CCOCC1.[ClH:22]. Product: [ClH:22].[NH2:13][C:10]1[CH:9]=[C:4]([CH:3]=[C:2]([OH:1])[C:11]=1[OH:12])[C:5]([O:7][CH3:8])=[O:6]. The catalyst class is: 50. (3) Reactant: [CH:1]1[C:6](O)=[CH:5][C:4]2[C:8]([C:10]3[CH:11]=[CH:12][C:13](O)=[CH:14][C:15]=3[C:16](=[O:17])[C:3]=2[CH:2]=1)=[O:9].C1N2CN3CN(C2)CN1C3. Product: [CH:2]1[C:3]2[C:16](=[O:17])[C:15]3[C:10](=[CH:11][CH:12]=[CH:13][CH:14]=3)[C:8](=[O:9])[C:4]=2[CH:5]=[CH:6][CH:1]=1. The catalyst class is: 55. (4) Reactant: [CH3:1][O:2][C:3]1[CH:8]=[CH:7][C:6]([C:9]2[CH:14]=[CH:13][C:12]([CH:15]([CH2:19][CH:20]=O)C(O)=O)=[CH:11][CH:10]=2)=[CH:5][CH:4]=1.Cl.[NH2:23][OH:24].[C:25](=[O:28])([O-])[O-:26].[Na+].[Na+]. The catalyst class is: 8. Product: [OH:24][N:23]=[C:15]([C:12]1[CH:11]=[CH:10][C:9]([C:6]2[CH:5]=[CH:4][C:3]([O:2][CH3:1])=[CH:8][CH:7]=2)=[CH:14][CH:13]=1)[CH2:19][CH2:20][C:25]([OH:26])=[O:28]. (5) Reactant: Br[C:2]1[CH:7]=[CH:6][CH:5]=[CH:4][N:3]=1.[CH2:8]([N:12]1[CH:16]=[C:15]([C:17]2[CH:22]=[CH:21][C:20]([F:23])=[CH:19][CH:18]=2)[N:14]=[N:13]1)[CH2:9][C:10]#[CH:11]. Product: [F:23][C:20]1[CH:19]=[CH:18][C:17]([C:15]2[N:14]=[N:13][N:12]([CH2:8][CH2:9][C:10]#[C:11][C:2]3[CH:7]=[CH:6][CH:5]=[CH:4][N:3]=3)[CH:16]=2)=[CH:22][CH:21]=1. The catalyst class is: 17. (6) Reactant: [OH-:1].[Na+].[ClH:3].Cl.Cl.C([O:13][C:14]([C:16]1([C:19](=[O:51])[NH:20][C:21]2[CH:26]=[CH:25][C:24]([O:27][C:28]3[CH:33]=[CH:32][N:31]=[C:30]([NH:34][C:35]([N:37]4[CH2:42][CH2:41][CH:40]([N:43]5[CH2:48][CH2:47][N:46]([CH3:49])[CH2:45][CH2:44]5)[CH2:39][CH2:38]4)=[O:36])[CH:29]=3)=[CH:23][C:22]=2[F:50])[CH2:18][CH2:17]1)=[O:15])C1C=CC=CC=1. Product: [OH2:13].[OH2:1].[ClH:3].[ClH:3].[ClH:3].[F:50][C:22]1[CH:23]=[C:24]([O:27][C:28]2[CH:33]=[CH:32][N:31]=[C:30]([NH:34][C:35]([N:37]3[CH2:42][CH2:41][CH:40]([N:43]4[CH2:44][CH2:45][N:46]([CH3:49])[CH2:47][CH2:48]4)[CH2:39][CH2:38]3)=[O:36])[CH:29]=2)[CH:25]=[CH:26][C:21]=1[NH:20][C:19]([C:16]1([C:14]([OH:15])=[O:13])[CH2:18][CH2:17]1)=[O:51]. The catalyst class is: 7. (7) Reactant: [Cl:1][C:2]1[CH:7]=[CH:6][C:5]([C@@H:8]([O:13][C:14]2[N:19]=[C:18]([S:20]([CH3:23])(=[O:22])=[O:21])[N:17]=[C:16]([N:24]3[CH2:48][CH2:47][C:27]4([CH2:31][N:30]([C:32]([O:34][CH2:35][C:36]5[CH:41]=[CH:40][CH:39]=[CH:38][CH:37]=5)=[O:33])[CH:29]([C:42]([O:44]CC)=[O:43])[CH2:28]4)[CH2:26][CH2:25]3)[CH:15]=2)[C:9]([F:12])([F:11])[F:10])=[C:4]([N:49]2[CH:53]=[CH:52][C:51]([CH3:54])=[N:50]2)[CH:3]=1.C1COCC1.[Li+].[OH-]. Product: [CH2:35]([O:34][C:32]([N:30]1[CH:29]([C:42]([OH:44])=[O:43])[CH2:28][C:27]2([CH2:26][CH2:25][N:24]([C:16]3[CH:15]=[C:14]([O:13][C@H:8]([C:5]4[CH:6]=[CH:7][C:2]([Cl:1])=[CH:3][C:4]=4[N:49]4[CH:53]=[CH:52][C:51]([CH3:54])=[N:50]4)[C:9]([F:10])([F:11])[F:12])[N:19]=[C:18]([S:20]([CH3:23])(=[O:21])=[O:22])[N:17]=3)[CH2:48][CH2:47]2)[CH2:31]1)=[O:33])[C:36]1[CH:37]=[CH:38][CH:39]=[CH:40][CH:41]=1. The catalyst class is: 6.